Dataset: Catalyst prediction with 721,799 reactions and 888 catalyst types from USPTO. Task: Predict which catalyst facilitates the given reaction. (1) Reactant: CCN(C(C)C)C(C)C.[NH2:10][C:11]1[CH:12]=[C:13]([C:17]#[C:18][C:19]2[CH:20]=[N:21][C:22]([NH2:25])=[N:23][CH:24]=2)[CH:14]=[N:15][CH:16]=1.[N:26]1([C:32]2[CH:33]=[C:34]([CH:38]=[CH:39][CH:40]=2)[C:35](O)=[O:36])[CH2:31][CH2:30][O:29][CH2:28][CH2:27]1.CN(C(ON1N=NC2C=CC=CC1=2)=[N+](C)C)C.F[P-](F)(F)(F)(F)F. Product: [NH2:25][C:22]1[N:21]=[CH:20][C:19]([C:18]#[C:17][C:13]2[CH:12]=[C:11]([NH:10][C:35](=[O:36])[C:34]3[CH:38]=[CH:39][CH:40]=[C:32]([N:26]4[CH2:31][CH2:30][O:29][CH2:28][CH2:27]4)[CH:33]=3)[CH:16]=[N:15][CH:14]=2)=[CH:24][N:23]=1. The catalyst class is: 3. (2) Reactant: [C:1]([N:4]1[C@@H:12]([C:13]2[CH:18]=[CH:17][C:16]([O:19][CH3:20])=[CH:15][CH:14]=2)[C@@H:11]2[C:6]([C:7]3[CH:24]=[C:23]([O:25][CH3:26])[CH:22]=[CH:21][C:8]=3[CH2:9][CH2:10]2)=[N:5]1)(=O)[CH3:2].[H-].[H-].[H-].[H-].[Li+].[Al+3]. Product: [CH2:1]([N:4]1[C@@H:12]([C:13]2[CH:14]=[CH:15][C:16]([O:19][CH3:20])=[CH:17][CH:18]=2)[C@@H:11]2[C:6]([C:7]3[CH:24]=[C:23]([O:25][CH3:26])[CH:22]=[CH:21][C:8]=3[CH2:9][CH2:10]2)=[N:5]1)[CH3:2]. The catalyst class is: 1. (3) Reactant: [OH:1][C:2]1[CH:11]=[C:10]2[C:5]([CH:6]=[CH:7][C:8](=[O:12])[O:9]2)=[CH:4][CH:3]=1.O[C:14]1C=C2C(C=CC(=O)O2)=C[CH:15]=1.S([O-])([O-])(=O)=O. The catalyst class is: 24. Product: [CH2:14]([O:1][C:2]1[CH:11]=[C:10]2[C:5]([CH:6]=[CH:7][C:8](=[O:12])[O:9]2)=[CH:4][CH:3]=1)[CH3:15]. (4) Reactant: [CH2:1]([O:3][C:4](=[O:25])[C:5]1[CH:10]=[CH:9][C:8]([O:11][CH2:12][CH2:13][C:14]2[CH:15]=[C:16]([CH3:20])[CH:17]=[CH:18][CH:19]=2)=[C:7]([O:21][C:22](=O)C)[CH:6]=1)C.CC(C)([O-])C.[K+].C(=O)([O-])[O-].[K+].[K+].IC. Product: [CH3:1][O:3][C:4](=[O:25])[C:5]1[CH:10]=[CH:9][C:8]([O:11][CH2:12][CH2:13][C:14]2[CH:15]=[C:16]([CH3:20])[CH:17]=[CH:18][CH:19]=2)=[C:7]([O:21][CH3:22])[CH:6]=1. The catalyst class is: 5. (5) Reactant: [CH:1]1([S:4]([NH:7][CH2:8][C:9]2[CH:14]=[CH:13][CH:12]=[C:11]([N+:15]([O-])=O)[CH:10]=2)(=[O:6])=[O:5])[CH2:3][CH2:2]1. The catalyst class is: 19. Product: [CH:1]1([S:4]([NH:7][CH2:8][C:9]2[CH:14]=[CH:13][CH:12]=[C:11]([NH2:15])[CH:10]=2)(=[O:6])=[O:5])[CH2:3][CH2:2]1. (6) Reactant: Cl[C:2]1[N:7]=[CH:6][N:5]=[C:4]2[C:8]3[C:9](=[N:11][C:12]([N:21]4[CH2:26][CH2:25][O:24][CH2:23][CH2:22]4)=[C:13]4[CH2:18][O:17][C:16]([CH3:20])([CH3:19])[CH2:15][C:14]=34)[S:10][C:3]=12.[N:27]1[CH:32]=[CH:31][C:30]([CH2:33][NH2:34])=[CH:29][CH:28]=1. Product: [CH3:19][C:16]1([CH3:20])[O:17][CH2:18][C:13]2=[C:12]([N:21]3[CH2:26][CH2:25][O:24][CH2:23][CH2:22]3)[N:11]=[C:9]3[S:10][C:3]4[C:4](=[N:5][CH:6]=[N:7][C:2]=4[NH:34][CH2:33][C:30]4[CH:31]=[CH:32][N:27]=[CH:28][CH:29]=4)[C:8]3=[C:14]2[CH2:15]1. The catalyst class is: 8. (7) Reactant: [C:1]([O:5][C:6]([NH:8][C:9]([CH3:15])([CH3:14])[CH2:10][C:11]([OH:13])=O)=[O:7])([CH3:4])([CH3:3])[CH3:2].C(N(C(C)C)CC)(C)C.F[P-](F)(F)(F)(F)F.CN(C(=[N+](C)C)ON1C2=NC=CC=C2N=N1)C.Cl.[Cl:50][C:51]1[CH:61]=[CH:60][C:54]([O:55][CH:56]2[CH2:59][NH:58][CH2:57]2)=[CH:53][CH:52]=1. Product: [C:1]([O:5][C:6](=[O:7])[NH:8][C:9]([CH3:15])([CH3:14])[CH2:10][C:11]([N:58]1[CH2:59][CH:56]([O:55][C:54]2[CH:53]=[CH:52][C:51]([Cl:50])=[CH:61][CH:60]=2)[CH2:57]1)=[O:13])([CH3:2])([CH3:3])[CH3:4]. The catalyst class is: 4. (8) Reactant: [CH3:1][O:2][C:3]1[C:4]([C:6]([NH:11][C:12]2[C:21]3[C:16](=[CH:17][C:18]([O:24][CH2:25][CH2:26][O:27][CH3:28])=[C:19]([O:22][CH3:23])[CH:20]=3)[N:15]=[CH:14][N:13]=2)=[CH:7][C:8](=[O:10])[CH:9]=1)=[O:5].[I:29]I. The catalyst class is: 2. Product: [I:29][C:7]1[C:8]([CH:9]=[C:3]([O:2][CH3:1])[C:4](=[O:5])[C:6]=1[NH:11][C:12]1[C:21]2[C:16](=[CH:17][C:18]([O:24][CH2:25][CH2:26][O:27][CH3:28])=[C:19]([O:22][CH3:23])[CH:20]=2)[N:15]=[CH:14][N:13]=1)=[O:10]. (9) Reactant: [N:1]1[CH:6]=[CH:5][N:4]=[CH:3][C:2]=1[N:7]1[CH2:12][CH2:11][N:10]([C:13]([O:15][C:16]([CH3:19])([CH3:18])[CH3:17])=[O:14])[CH2:9][CH2:8]1.[Br:20]N1C(=O)CCC1=O.C([O-])(O)=O.[Na+]. Product: [C:16]([O:15][C:13]([N:10]1[CH2:9][CH2:8][N:7]([C:2]2[CH:3]=[N:4][C:5]([Br:20])=[CH:6][N:1]=2)[CH2:12][CH2:11]1)=[O:14])([CH3:19])([CH3:18])[CH3:17]. The catalyst class is: 2. (10) Reactant: [Br:1][C:2]1[CH:7]=[CH:6][CH:5]=[C:4](F)[N:3]=1.[CH3:9][C:10]1([CH2:16][NH2:17])[CH2:15][CH2:14][O:13][CH2:12][CH2:11]1.C(N(CC)CC)C. Product: [Br:1][C:2]1[N:3]=[C:4]([NH:17][CH2:16][C:10]2([CH3:9])[CH2:15][CH2:14][O:13][CH2:12][CH2:11]2)[CH:5]=[CH:6][CH:7]=1. The catalyst class is: 197.